Dataset: Forward reaction prediction with 1.9M reactions from USPTO patents (1976-2016). Task: Predict the product of the given reaction. (1) Given the reactants [CH2:1]([O:3][C:4](=[O:13])[CH2:5][NH:6][C:7]1[CH:12]=[CH:11][CH:10]=[CH:9][CH:8]=1)[CH3:2].C([O-])([O-])=O.[K+].[K+].Br.[Br:21][C:22]1[CH:23]=[C:24]([CH2:29]Br)[C:25]([NH2:28])=[N:26][CH:27]=1.O, predict the reaction product. The product is: [NH2:28][C:25]1[C:24]([CH2:29][N:6]([C:7]2[CH:12]=[CH:11][CH:10]=[CH:9][CH:8]=2)[CH2:5][C:4]([O:3][CH2:1][CH3:2])=[O:13])=[CH:23][C:22]([Br:21])=[CH:27][N:26]=1. (2) Given the reactants [CH3:1][O:2][CH2:3][N:4]1[C:8]2[CH:9]=[CH:10][C:11]([CH:13]([C:15]3[CH:19]=[CH:18][N:17]([C:20]4[N:25]=[CH:24][C:23]([CH2:26][O:27][CH2:28][C:29]([O:31]CC)=[O:30])=[CH:22][CH:21]=4)[N:16]=3)[CH3:14])=[CH:12][C:7]=2[S:6][C:5]1=[O:34].[OH-].[Li+].O.[OH-].[Na+], predict the reaction product. The product is: [CH3:1][O:2][CH2:3][N:4]1[C:8]2[CH:9]=[CH:10][C:11]([CH:13]([C:15]3[CH:19]=[CH:18][N:17]([C:20]4[N:25]=[CH:24][C:23]([CH2:26][O:27][CH2:28][C:29]([OH:31])=[O:30])=[CH:22][CH:21]=4)[N:16]=3)[CH3:14])=[CH:12][C:7]=2[S:6][C:5]1=[O:34]. (3) The product is: [N:25]1([C:15]([C:14]2[CH:20]=[CH:21][C:11]([C:10]3[C:9]4[C:4](=[CH:5][CH:6]=[C:7]([N+:22]([O-:24])=[O:23])[CH:8]=4)[NH:3][C:2]=3[OH:1])=[N:12][CH:13]=2)=[O:16])[CH2:30][CH2:29][O:28][CH2:27][CH2:26]1. Given the reactants [OH:1][C:2]1[NH:3][C:4]2[C:9]([C:10]=1[C:11]1[CH:21]=[CH:20][C:14]([C:15](OCC)=[O:16])=[CH:13][N:12]=1)=[CH:8][C:7]([N+:22]([O-:24])=[O:23])=[CH:6][CH:5]=2.[NH:25]1[CH2:30][CH2:29][O:28][CH2:27][CH2:26]1.N#N.C[Al](C)C, predict the reaction product. (4) Given the reactants [C:1]([O:5][C:6](=[O:26])[NH:7][CH2:8][CH2:9][N:10]1[C:18]2[C:13](=[CH:14][CH:15]=[C:16]([Cl:19])[CH:17]=2)[C:12]([C:20](=[O:25])[C:21]([F:24])([F:23])[F:22])=[CH:11]1)([CH3:4])([CH3:3])[CH3:2].[CH3:27][Si](C)(C)[N-][Si](C)(C)C.[K+].IC, predict the reaction product. The product is: [C:1]([O:5][C:6](=[O:26])[N:7]([CH2:8][CH2:9][N:10]1[C:18]2[C:13](=[CH:14][CH:15]=[C:16]([Cl:19])[CH:17]=2)[C:12]([C:20](=[O:25])[C:21]([F:22])([F:23])[F:24])=[CH:11]1)[CH3:27])([CH3:4])([CH3:2])[CH3:3]. (5) Given the reactants Cl.[F:2][C:3]([F:18])([F:17])[C:4]1[N:5]=[CH:6][C:7]([NH:10][C@H:11]2[CH2:15][CH2:14][CH2:13][C@@H:12]2[NH2:16])=[N:8][CH:9]=1.[F:19][C:20]([F:31])([F:30])[C:21]1[CH:29]=[CH:28][CH:27]=[CH:26][C:22]=1[C:23](O)=[O:24].CN(C(ON1N=NC2C=CC=CC1=2)=[N+](C)C)C.[B-](F)(F)(F)F.CCN(C(C)C)C(C)C, predict the reaction product. The product is: [F:19][C:20]([F:30])([F:31])[C:21]1[CH:29]=[CH:28][CH:27]=[CH:26][C:22]=1[C:23]([NH:16][C@H:12]1[CH2:13][CH2:14][CH2:15][C@@H:11]1[NH:10][C:7]1[CH:6]=[N:5][C:4]([C:3]([F:2])([F:17])[F:18])=[CH:9][N:8]=1)=[O:24]. (6) Given the reactants C([CH:3](CCCC)[CH2:4][NH2:5])C.[C:10]([OH:19])(=O)[CH:11]([CH:13]([C:15]([OH:17])=O)[OH:14])[OH:12].[C:20]1([CH3:26])[CH:25]=[CH:24][CH:23]=[CH:22]C=1, predict the reaction product. The product is: [CH3:3][CH2:4][N:5]1[C:10](=[O:19])[CH:11]([OH:12])[C:13]([CH2:26][CH2:20][CH2:25][CH2:24][CH2:23][CH3:22])([OH:14])[C:15]1=[O:17].